From a dataset of Catalyst prediction with 721,799 reactions and 888 catalyst types from USPTO. Predict which catalyst facilitates the given reaction. (1) The catalyst class is: 8. Reactant: [S:1](=[O:5])(=[O:4])([OH:3])[OH:2].[Br:6][C:7]1[CH:25]=[N:24][C:10]2[N:11]=[C:12]([N:18]3[CH2:21][CH:20]([NH:22][CH3:23])[CH2:19]3)[C:13]3[N:14]([CH:15]=[N:16][N:17]=3)[C:9]=2[CH:8]=1. Product: [S:1](=[O:3])(=[O:2])([OH:5])[OH:4].[Br:6][C:7]1[CH:25]=[N:24][C:10]2[N:11]=[C:12]([N:18]3[CH2:21][CH:20]([NH:22][CH3:23])[CH2:19]3)[C:13]3[N:14]([CH:15]=[N:16][N:17]=3)[C:9]=2[CH:8]=1. (2) Reactant: C([C:3]1[N:8]=[C:7]2[C:9]([C:19](=[O:28])[NH:20][C@H:21]3[CH2:26][CH2:25][CH2:24][CH2:23][C@@H:22]3[OH:27])=[CH:10][N:11]([C:12](OC(C)(C)C)=O)[C:6]2=[CH:5][CH:4]=1)#N.ClC[C:31]1[N:32]=[C:33]([CH3:36])[S:34][CH:35]=1.C(=O)([O-])[O-].[Cs+].[Cs+].CN(C=O)C. Product: [OH:27][C@H:22]1[CH2:23][CH2:24][CH2:25][CH2:26][C@@H:21]1[NH:20][C:19]([C:9]1[C:7]2=[N:8][CH:3]=[CH:4][CH:5]=[C:6]2[N:11]([CH2:12][C:31]2[N:32]=[C:33]([CH3:36])[S:34][CH:35]=2)[CH:10]=1)=[O:28]. The catalyst class is: 5. (3) Reactant: [H-].[Na+].[O:3]1[C:7]2[CH:8]=[CH:9][CH:10]=[CH:11][C:6]=2[N:5]=[C:4]1[NH:12][C:13](=[O:21])[CH2:14][C:15]1[CH:20]=[CH:19][N:18]=[CH:17][CH:16]=1.[F:22][C:23]1[CH:30]=[CH:29][C:26]([CH2:27]Br)=[CH:25][CH:24]=1. Product: [O:3]1[C:7]2[CH:8]=[CH:9][CH:10]=[CH:11][C:6]=2[N:5]=[C:4]1[NH:12][C:13](=[O:21])[CH:14]([C:15]1[CH:20]=[CH:19][N:18]=[CH:17][CH:16]=1)[CH2:27][C:26]1[CH:29]=[CH:30][C:23]([F:22])=[CH:24][CH:25]=1. The catalyst class is: 3. (4) Reactant: [CH:1]1([N:4](CC2C=CC(OC)=CC=2)[C:5]2[C:10]3=[N:11][CH:12]=[C:13]([C:14]#[N:15])[N:9]3[N:8]=[C:7](S(C)(=O)=O)[N:6]=2)[CH2:3][CH2:2]1.[NH2:29][C:30]1[C:31]([Cl:51])=[C:32]([CH:38]2[CH2:43][CH2:42][N:41](C(OC(C)(C)C)=O)[CH2:40][CH2:39]2)[CH:33]=[C:34]([C:36]#[N:37])[CH:35]=1.C([O-])([O-])=O.[Cs+].[Cs+]. Product: [Cl:51][C:31]1[C:32]([CH:38]2[CH2:39][CH2:40][NH:41][CH2:42][CH2:43]2)=[CH:33][C:34]([C:36]#[N:37])=[CH:35][C:30]=1[NH:29][C:7]1[N:6]=[C:5]([NH:4][CH:1]2[CH2:2][CH2:3]2)[C:10]2=[N:11][CH:12]=[C:13]([C:14]#[N:15])[N:9]2[N:8]=1. The catalyst class is: 31. (5) Reactant: Br[C:2]1[C:7]([O:8][CH2:9][C:10]2[C:15]([O:16][CH3:17])=[CH:14][CH:13]=[C:12]([F:18])[C:11]=2[F:19])=[CH:6][C:5]([N+:20]([O-:22])=[O:21])=[C:4]([Cl:23])[CH:3]=1.[CH:24]([Sn](CCCC)(CCCC)CCCC)=[CH2:25]. Product: [Cl:23][C:4]1[CH:3]=[C:2]([CH:24]=[CH2:25])[C:7]([O:8][CH2:9][C:10]2[C:15]([O:16][CH3:17])=[CH:14][CH:13]=[C:12]([F:18])[C:11]=2[F:19])=[CH:6][C:5]=1[N+:20]([O-:22])=[O:21]. The catalyst class is: 11. (6) Reactant: [OH-].[Na+].[Cl:3][C:4]1[CH:24]=[C:23]([Cl:25])[CH:22]=[CH:21][C:5]=1[C:6]([C:8]1[N:12]([CH3:13])[C:11]([CH2:14][C:15]([O:17]CC)=[O:16])=[CH:10][C:9]=1[CH3:20])=[O:7]. Product: [Cl:3][C:4]1[CH:24]=[C:23]([Cl:25])[CH:22]=[CH:21][C:5]=1[C:6]([C:8]1[N:12]([CH3:13])[C:11]([CH2:14][C:15]([OH:17])=[O:16])=[CH:10][C:9]=1[CH3:20])=[O:7]. The catalyst class is: 8.